This data is from Full USPTO retrosynthesis dataset with 1.9M reactions from patents (1976-2016). The task is: Predict the reactants needed to synthesize the given product. (1) Given the product [C:21]1([CH3:28])[CH:22]=[CH:23][CH:24]=[CH:25][C:26]=1[O:27][C:15]1[CH:16]=[CH:17][C:12]([C:11]([NH:10][C:5]2[CH:6]=[CH:7][CH:8]=[CH:9][C:4]=2[C:3]([OH:2])=[O:20])=[O:19])=[CH:13][CH:14]=1, predict the reactants needed to synthesize it. The reactants are: C[O:2][C:3](=[O:20])[C:4]1[CH:9]=[CH:8][CH:7]=[CH:6][C:5]=1[NH:10][C:11](=[O:19])[C:12]1[CH:17]=[CH:16][C:15](I)=[CH:14][CH:13]=1.[C:21]1([CH3:28])[C:26]([OH:27])=[CH:25][CH:24]=[CH:23][CH:22]=1. (2) Given the product [CH3:17][C:12]([N:7]1[CH2:6][C:5]2[C:9](=[CH:10][C:2]([C:25]3[CH:26]=[CH:27][C:22]([N+:19]([O-:21])=[O:20])=[CH:23][CH:24]=3)=[CH:3][CH:4]=2)[C:8]1=[O:11])([CH3:18])[C:13]([O:15][CH3:16])=[O:14], predict the reactants needed to synthesize it. The reactants are: Br[C:2]1[CH:10]=[C:9]2[C:5]([CH2:6][N:7]([C:12]([CH3:18])([CH3:17])[C:13]([O:15][CH3:16])=[O:14])[C:8]2=[O:11])=[CH:4][CH:3]=1.[N+:19]([C:22]1[CH:27]=[CH:26][C:25](B(O)O)=[CH:24][CH:23]=1)([O-:21])=[O:20].C(Cl)Cl.C([O-])([O-])=O.[Na+].[Na+].